Dataset: Forward reaction prediction with 1.9M reactions from USPTO patents (1976-2016). Task: Predict the product of the given reaction. (1) Given the reactants [C:1]([O:5][C:6]([N:8]1[CH2:13][CH2:12][N:11]([C:14]2[C:23]3[C:18](=[CH:19][C:20]([Cl:24])=[CH:21][CH:22]=3)[NH:17][C:16](=O)[CH:15]=2)[CH2:10][CH2:9]1)=[O:7])([CH3:4])([CH3:3])[CH3:2].[H-].[Na+].[CH2:28]([NH2:31])[CH2:29][CH3:30], predict the reaction product. The product is: [C:1]([O:5][C:6]([N:8]1[CH2:13][CH2:12][N:11]([C:14]2[C:23]3[C:18](=[CH:19][C:20]([Cl:24])=[CH:21][CH:22]=3)[N:17]=[C:16]([NH:31][CH2:28][CH2:29][CH3:30])[CH:15]=2)[CH2:10][CH2:9]1)=[O:7])([CH3:4])([CH3:3])[CH3:2]. (2) Given the reactants [CH3:1][O:2][C:3]1[CH:20]=[CH:19][C:6]([C:7]([C:9]2[CH:17]=[CH:16][C:15]([CH3:18])=[CH:14][C:10]=2[C:11](O)=[O:12])=O)=[CH:5][CH:4]=1.O.[NH2:22][NH2:23], predict the reaction product. The product is: [CH3:1][O:2][C:3]1[CH:20]=[CH:19][C:6]([C:7]2[C:9]3[C:10](=[CH:14][C:15]([CH3:18])=[CH:16][CH:17]=3)[C:11](=[O:12])[NH:23][N:22]=2)=[CH:5][CH:4]=1. (3) The product is: [N:1]1[CH:6]=[CH:5][CH:4]=[CH:3][C:2]=1[C:7]1[S:11][C:10](/[CH:12]=[CH:22]/[CH:23]=[O:24])=[CH:9][CH:8]=1. Given the reactants [N:1]1[CH:6]=[CH:5][CH:4]=[CH:3][C:2]=1[C:7]1[S:11][C:10]([CH:12]=O)=[CH:9][CH:8]=1.N1(C2C=C[C:22]([CH:23]=[O:24])=CC=2)C=CC=N1, predict the reaction product. (4) Given the reactants [OH:1][CH:2]1[CH:7]([C:8]2[CH:13]=[CH:12][C:11]([OH:14])=[CH:10][CH:9]=2)[CH2:6][CH2:5][N:4]([C:15]([O:17][C:18]([CH3:21])([CH3:20])[CH3:19])=[O:16])[CH2:3]1.Br[CH2:23][CH2:24][CH2:25][O:26][C:27]1[CH:35]=[CH:34][C:30]2[O:31][CH2:32][O:33][C:29]=2[CH:28]=1, predict the reaction product. The product is: [O:31]1[C:30]2[CH:34]=[CH:35][C:27]([O:26][CH2:25][CH2:24][CH2:23][O:14][C:11]3[CH:10]=[CH:9][C:8]([CH:7]4[CH2:6][CH2:5][N:4]([C:15]([O:17][C:18]([CH3:21])([CH3:20])[CH3:19])=[O:16])[CH2:3][CH:2]4[OH:1])=[CH:13][CH:12]=3)=[CH:28][C:29]=2[O:33][CH2:32]1.